Dataset: Forward reaction prediction with 1.9M reactions from USPTO patents (1976-2016). Task: Predict the product of the given reaction. Given the reactants C([O-])=O.[NH4+].C(O)C.C([O:15][C:16]1[CH:21]=[CH:20][C:19]([C:22]2[N:26]([C:27]3[CH:32]=[CH:31][C:30]([O:33][CH3:34])=[CH:29][CH:28]=3)[N:25]=[C:24]([O:35][CH:36]([CH3:38])[CH3:37])[CH:23]=2)=[CH:18][CH:17]=1)C1C=CC=CC=1, predict the reaction product. The product is: [CH:36]([O:35][C:24]1[CH:23]=[C:22]([C:19]2[CH:18]=[CH:17][C:16]([OH:15])=[CH:21][CH:20]=2)[N:26]([C:27]2[CH:28]=[CH:29][C:30]([O:33][CH3:34])=[CH:31][CH:32]=2)[N:25]=1)([CH3:38])[CH3:37].